Dataset: Reaction yield outcomes from USPTO patents with 853,638 reactions. Task: Predict the reaction yield, written as a fraction of the theoretical maximum amount of product (1.0 means a 100% yield; for example, 0.34 means a 34% yield). (1) The reactants are Cl[C:2]1[C:3]([NH:15][CH:16]2[CH2:21][CH2:20][N:19]([CH3:22])[CH2:18][CH2:17]2)=[CH:4][C:5]([NH:8]C(=O)C(C)(C)C)=[N:6][CH:7]=1.[C:23]1(B(O)O)[CH:28]=[CH:27][CH:26]=[CH:25][CH:24]=1.C(=O)([O-])[O-].[Na+].[Na+]. The catalyst is C(#N)C.O. The product is [CH3:22][N:19]1[CH2:18][CH2:17][CH:16]([NH:15][C:3]2[C:2]([C:23]3[CH:28]=[CH:27][CH:26]=[CH:25][CH:24]=3)=[CH:7][N:6]=[C:5]([NH2:8])[CH:4]=2)[CH2:21][CH2:20]1. The yield is 0.730. (2) The reactants are [F:1][C:2]1[CH:7]=[C:6]([I:8])[CH:5]=[CH:4][C:3]=1[N:9]1[C:14]2[N:15]([CH3:22])[C:16](=[O:21])[C:17]([CH3:20])=[C:18]([OH:19])[C:13]=2[C:12](=[O:23])[N:11]([CH3:24])[C:10]1=[O:25].C(Cl)(Cl)Cl.N1C(C)=CC=CC=1C.[F:38][C:39]([F:52])([F:51])[S:40](O[S:40]([C:39]([F:52])([F:51])[F:38])(=[O:42])=[O:41])(=[O:42])=[O:41]. The catalyst is O. The product is [F:1][C:2]1[CH:7]=[C:6]([I:8])[CH:5]=[CH:4][C:3]=1[N:9]1[C:14]2[N:15]([CH3:22])[C:16](=[O:21])[C:17]([CH3:20])=[C:18]([O:19][S:40]([C:39]([F:52])([F:51])[F:38])(=[O:42])=[O:41])[C:13]=2[C:12](=[O:23])[N:11]([CH3:24])[C:10]1=[O:25]. The yield is 0.660. (3) The reactants are C([O:8][C:9]1[C:10]([F:42])=[C:11]([C:38]([F:41])=[CH:39][CH:40]=1)[CH2:12][C:13]1[C:21]2[C:16](=[N:17][CH:18]=[C:19]([C:22]3[CH:23]=[N:24][CH:25]=[CH:26][CH:27]=3)[CH:20]=2)[N:15]([Si:28]([CH:35]([CH3:37])[CH3:36])([CH:32]([CH3:34])[CH3:33])[CH:29]([CH3:31])[CH3:30])[CH:14]=1)C1C=CC=CC=1. The catalyst is CO.[OH-].[OH-].[Pd+2]. The product is [F:42][C:10]1[C:11]([CH2:12][C:13]2[C:21]3[C:16](=[N:17][CH:18]=[C:19]([C:22]4[CH:23]=[N:24][CH:25]=[CH:26][CH:27]=4)[CH:20]=3)[N:15]([Si:28]([CH:32]([CH3:34])[CH3:33])([CH:35]([CH3:36])[CH3:37])[CH:29]([CH3:30])[CH3:31])[CH:14]=2)=[C:38]([F:41])[CH:39]=[CH:40][C:9]=1[OH:8]. The yield is 0.990. (4) The reactants are [CH3:1][C:2]1[C:6]2[C:7](=[O:19])[N:8]([CH2:12][CH2:13][N:14]3[CH2:18][CH2:17][CH2:16][CH2:15]3)[CH2:9][CH2:10][CH2:11][C:5]=2[NH:4][C:3]=1[CH:20]=O.[O:22]=[C:23]1[CH2:31][C:30]2[C:25](=[CH:26][CH:27]=[C:28]([NH:32][C:33](=[O:35])[CH3:34])[CH:29]=2)[NH:24]1. No catalyst specified. The product is [CH3:1][C:2]1[C:6]2[C:7](=[O:19])[N:8]([CH2:12][CH2:13][N:14]3[CH2:15][CH2:16][CH2:17][CH2:18]3)[CH2:9][CH2:10][CH2:11][C:5]=2[NH:4][C:3]=1/[CH:20]=[C:31]1\[C:23](=[O:22])[NH:24][C:25]2[C:30]\1=[CH:29][C:28]([NH:32][C:33](=[O:35])[CH3:34])=[CH:27][CH:26]=2. The yield is 0.800. (5) The reactants are [H-].[Na+].[C:3]([O:11][CH2:12][CH3:13])(=[O:10])[CH2:4][C:5]([O:7][CH2:8][CH3:9])=[O:6].Cl[C:15]1[C:20]([N+:21]([O-:23])=[O:22])=[CH:19][CH:18]=[CH:17][N:16]=1.[Cl-].[NH4+]. The catalyst is CS(C)=O. The product is [N+:21]([C:20]1[C:15]([CH:4]([C:5]([O:7][CH2:8][CH3:9])=[O:6])[C:3]([O:11][CH2:12][CH3:13])=[O:10])=[N:16][CH:17]=[CH:18][CH:19]=1)([O-:23])=[O:22]. The yield is 0.700. (6) The reactants are [Cl:1][C:2]1[N:7]=[C:6]([CH2:8][C:9]2[C:14]([Cl:15])=[CH:13][CH:12]=[CH:11][C:10]=2[Cl:16])[N:5]=[C:4]([NH:17][C:18]2[CH:25]=[CH:24][C:21]([C:22]#[N:23])=[CH:20][CH:19]=2)[N:3]=1.C[Si](C)(C)[O:28][NH2:29]. The catalyst is O1CCOCC1. The product is [ClH:1].[Cl:16][C:10]1[CH:11]=[CH:12][CH:13]=[C:14]([Cl:15])[C:9]=1[CH2:8][C:6]1[N:7]=[C:2]([NH:29][OH:28])[N:3]=[C:4]([NH:17][C:18]2[CH:25]=[CH:24][C:21]([C:22]#[N:23])=[CH:20][CH:19]=2)[N:5]=1. The yield is 0.598. (7) The reactants are Br[C:2]1[C:3]([O:12][CH3:13])=[CH:4][C:5]([O:10][CH3:11])=[C:6]([CH:9]=1)[CH:7]=[O:8].[CH3:14][C:15]1[S:19][C:18](B(O)O)=[CH:17][CH:16]=1. No catalyst specified. The product is [CH3:11][O:10][C:5]1[CH:4]=[C:3]([O:12][CH3:13])[C:2]([C:18]2[S:19][C:15]([CH3:14])=[CH:16][CH:17]=2)=[CH:9][C:6]=1[CH:7]=[O:8]. The yield is 1.00. (8) The reactants are Cl[C:2]1[CH:7]=[C:6]([Cl:8])[N:5]=[CH:4][N:3]=1.[NH2:9][C:10]1[CH:15]=[N:14][C:13]([C:16]#[N:17])=[CH:12][N:11]=1.C[Si]([N-][Si](C)(C)C)(C)C.[Li+]. The catalyst is C1COCC1.C1C=CC(P(C2C=CC=CC=2)C2C=CC=CC=2)=CC=1.C1C=CC(P(C2C=CC=CC=2)C2C=CC=CC=2)=CC=1.Cl[Pd]Cl. The product is [Cl:8][C:6]1[N:5]=[CH:4][N:3]=[C:2]([NH:9][C:10]2[N:11]=[CH:12][C:13]([C:16]#[N:17])=[N:14][CH:15]=2)[CH:7]=1. The yield is 0.190. (9) The reactants are [CH:1](=[C:8]1/[N:9]=[C:10]([C:14]2[CH:19]=[C:18]([F:20])[CH:17]=[CH:16][C:15]=2[F:21])[NH:11][C:12]/1=[O:13])/[C:2]1[CH:7]=[CH:6][CH:5]=[CH:4][CH:3]=1.[Cl:22][C:23]1[CH:28]=[CH:27][C:26](/[CH:29]=[CH:30]/[CH:31]=[O:32])=[CH:25][CH:24]=1. No catalyst specified. The product is [Cl:22][C:23]1[CH:24]=[CH:25][C:26]([CH2:29][CH:30]2[C:31](=[O:32])[O:13][C:12]3[NH:11][C:10]([C:14]4[CH:19]=[C:18]([F:20])[CH:17]=[CH:16][C:15]=4[F:21])=[N:9][C:8]=3[CH:1]2[C:2]2[CH:3]=[CH:4][CH:5]=[CH:6][CH:7]=2)=[CH:27][CH:28]=1. The yield is 0.580. (10) The reactants are [Br:1][C:2]1[CH:7]=[CH:6][C:5](I)=[CH:4][CH:3]=1.[Li]CCCC.[O:14]=[C:15]1[CH2:18][N:17]([C:19]([O:21][C:22]([CH3:25])([CH3:24])[CH3:23])=[O:20])[CH2:16]1. The catalyst is O1CCCC1.C(OCC)C.C1COCC1. The product is [Br:1][C:2]1[CH:7]=[CH:6][C:5]([C:15]2([OH:14])[CH2:16][N:17]([C:19]([O:21][C:22]([CH3:24])([CH3:23])[CH3:25])=[O:20])[CH2:18]2)=[CH:4][CH:3]=1. The yield is 0.280.